This data is from TCR-epitope binding with 47,182 pairs between 192 epitopes and 23,139 TCRs. The task is: Binary Classification. Given a T-cell receptor sequence (or CDR3 region) and an epitope sequence, predict whether binding occurs between them. (1) The epitope is RLRPGGKKK. The TCR CDR3 sequence is CASSIQGNTEAFF. Result: 0 (the TCR does not bind to the epitope). (2) The epitope is SEISMDNSPNL. The TCR CDR3 sequence is CAISATGGDYGYTF. Result: 0 (the TCR does not bind to the epitope).